Task: Regression. Given a target protein amino acid sequence and a drug SMILES string, predict the binding affinity score between them. We predict pIC50 (pIC50 = -log10(IC50 in M); higher means more potent). Dataset: bindingdb_ic50.. Dataset: Drug-target binding data from BindingDB using IC50 measurements (1) The drug is O=C(CCCCCCc1cccc2ccccc12)c1ncc(-c2ccccn2)o1. The target protein sequence is MWLFDLVLTSLATSMAWGYPSLPPVVDTVQGKVLGKYVSLEGFAQPVAVFLGVPFAKPPLGPLRFAPPQAAEPWNFVKNTTSYPPMCSQDAVGGQVLSELFTNRKDNIPLKFSEDCLYLNIYTPADLTKNSRLPVMVWIHGGGLVVGGASTYDGLALSAHENVVVVTIQYRLGIWGFFSTGDEHGRGNWGHLDQLAALRWVQENIANFGGNPGSVTIFGESAGGESVSVLVLSPLAKNLFHRAISESGVALTAALVKKDMKDTAQQIAVFAGCKSTTSAVLVHCLRQKTEDELLEVSLKLKFFTLDLLGDPRESYPFLPTVVDGVLLPKMPQEILAEKKFNSVPYIIGINKQEFGWLLPMMMGYPLSEDKLDQKTASSLLWKSYPIANIPEELTPLASEKYLGGTDDPVKKKALFLDMLGDVVFGVPSVTVARHHRDAGAPTYMYEFQYHPSFSSDMKPQTVVGDHGDELFSVFGAPFLKGGASEEEIRLSKMMMKLWAN.... The pIC50 is 6.5. (2) The pIC50 is 5.0. The target protein (Q61603) has sequence MTTLVPASLFLLLWTLPGKVLLSVALAKEDVKSGLKGSQPMSPSDFLDKLMGRTSGYDARIRPNFKGPPVNVTCNIFINSFGSVTETTMDYRVNVFLRQQWNDPRLAYREYPDDSLDLDPSMLDSIWKPDLFFANEKGANFHEVTTDNKLLRIFKNGNVLYSIRLTLILSCPMDLKNFPMDIQTCTMQLESFGYTMNDLMFEWLEDAPAVQVAEGLTLPQFILRDEKDLGYCTKHYNTGKFTCIEVKFHLERQMGYYLIQMYIPSLLIVILSWVSFWINMDAAPARVGLGITTVLTMTTQSSGSRASLPKVSYVKAIDIWMAVCLLFVFAALLEYAAVNFVSRQHKEFMRLRRRQRRQRMEEDIIRESRFYFRGYGLGHCLQARDGGPMEGSSIYSPQPPTPLLKEGETMRKLYVDRAKRIDTISRAVFPFTFLVFNIFYWVVYKVLRSEDIHQAL. The compound is COC1Cc2ccccc2C2(CCN(CCCc3ccccc3)CC2)O1. (3) The small molecule is Cc1cccc(C(=O)N[C@H](C)c2ccc3ccccc3c2)c1. The target protein sequence is EVKTIKVFTTVDNTNLHTQLVDMSMTYGQQFGPTYLDGADVTKIKPHVNHEGKTFFVLPSDDTLRSEAFEYYHTLDESFLGRYMSALNHTKKWKFPQVGGLTSIKWADNNCYLSSVLLALQQLEVKFNAPALQEAYYRARAGDAANFCALILAYSNKTVGELGDVRETMTHLLQHANLESAKRVLNVVCKHCGQKTTTLTGVEAVMYMGTLSYDNLKTGVSIPCVCGRDATQYLVQQESSFVMMSAPPAEYKLQQGTFLCANEYTGNYQCGHYTHITAKETLYRIDGAHLTKMSEYKGPVTDVFYKETSYTTTIK. The pIC50 is 4.8. (4) The drug is CCCCNc1ncc(-c2ccc(CN3C4CCC3CC4)cn2)c(N[C@H]2CC[C@H](O)CC2)n1. The target protein sequence is MAPSLSPGPAALRRAPQLLLLLLAAECALAALLPAREATQFLRPRQRRAFQVFEEAKQGHLERECVEELCSREEAREVFENDPETDYFYPRYLDCINKYGSPYTKNSGFATCVQNLPDQCTPNPCDRKGTQACQDLMGNFFCLCKAGWGGRLCDKDVNECSQENGGCLQICHNKPGSFHCSCHSGFELSSDGRTCQDIDECADSEACGEARCKNLPGSYSCLCDEGFAYSSQEKACRDVDECLQGRCEQVCVNSPGSYTCHCDGRGGLKLSQDMDTCELEAGWPCPRHRRDGSPAARPGRGAQGSRSEGHIPDRRGPRPWQDILPCVPFSVAKSVKSLYLGRMFSGTPVIRLRFKRLQPTRLVAEFDFRTFDPEGILLFAGGHQDSTWIVLALRAGRLELQLRYNGVGRVTSSGPVINHGMWQTISVEELARNLVIKVNRDAVMKIAVAGDLFQPERGLYHLNLTVGGIPFHEKDLVQPINPRLDGCMRSWNWLNGEDTT.... The pIC50 is 8.2. (5) The compound is N=C(N)Nc1ccc(C(=O)Oc2ccc(CCC(=O)NCc3ccccc3C(=O)O)c(Cl)c2)cc1. The target protein sequence is MSALLFLALVGAAVAFPVDDDDKIVGGYTCRENSVPYQVSLNSGYHFCGGSLINDQWVVAAHCYKTRIQVRLGEHNINVLEGNEQFIDAAKIIKHPNFNRKTLNNDIMLIKLSSPVTLNARVATVALPSSCAPAGTQCLISGWGNTLSFGVSEPDLLQCLDAPLLPQADCEASYPGKITGNMVCAGFLEGGKDSCQGDSGGPVVCNGELQGIVSWGYGCALPDNPGVYTKVCNYVDWIQDTIAAN. The pIC50 is 9.3.